Dataset: Full USPTO retrosynthesis dataset with 1.9M reactions from patents (1976-2016). Task: Predict the reactants needed to synthesize the given product. (1) The reactants are: [Cl:1][C:2]1[CH:3]=[CH:4][C:5]([O:24][CH3:25])=[C:6]([C:8]2[C:12]([N+:13]([O-])=O)=[CH:11][N:10]([CH2:16][O:17][CH2:18][CH2:19][Si:20]([CH3:23])([CH3:22])[CH3:21])[N:9]=2)[CH:7]=1.O.[Cl-].[NH4+]. Given the product [Cl:1][C:2]1[CH:3]=[CH:4][C:5]([O:24][CH3:25])=[C:6]([C:8]2[C:12]([NH2:13])=[CH:11][N:10]([CH2:16][O:17][CH2:18][CH2:19][Si:20]([CH3:22])([CH3:21])[CH3:23])[N:9]=2)[CH:7]=1, predict the reactants needed to synthesize it. (2) The reactants are: [OH:1][CH:2]1[CH2:7][CH2:6][N:5]([C:8]([O:10]C(C)(C)C)=O)[CH2:4][C:3]1([CH3:16])[CH3:15].F[C:18]1[CH:25]=[CH:24][C:23]([C:26]2[N:31]=[C:30]([NH:32][C:33]3[CH:38]=[CH:37][C:36]([N:39]4[CH2:44][CH2:43][N:42]([CH:45]5[CH2:48][O:47][CH2:46]5)[CH2:41][CH2:40]4)=[CH:35][CH:34]=3)[N:29]=[CH:28][N:27]=2)=[CH:22][C:19]=1[C:20]#[N:21].C(O)(=O)[CH2:50][OH:51]. Given the product [OH:51][CH2:50][C:8]([N:5]1[CH2:6][CH2:7][CH:2]([O:1][C:18]2[CH:25]=[CH:24][C:23]([C:26]3[N:31]=[C:30]([NH:32][C:33]4[CH:38]=[CH:37][C:36]([N:39]5[CH2:44][CH2:43][N:42]([CH:45]6[CH2:48][O:47][CH2:46]6)[CH2:41][CH2:40]5)=[CH:35][CH:34]=4)[N:29]=[CH:28][N:27]=3)=[CH:22][C:19]=2[C:20]#[N:21])[C:3]([CH3:15])([CH3:16])[CH2:4]1)=[O:10], predict the reactants needed to synthesize it. (3) The reactants are: C(OC([N:8]1[CH2:13][CH:12]=[C:11]([C:14]2[NH:23][C:17]3[N:18]=[CH:19][N:20]=[C:21](Cl)[C:16]=3[CH:15]=2)[CH2:10][CH2:9]1)=O)(C)(C)C.[C:24]1([NH2:34])[C:33]2[C:28](=[CH:29][CH:30]=[CH:31][CH:32]=2)[CH:27]=[CH:26][CH:25]=1.FC(F)(F)C(O)=O.C([O-])(O)=O.[Na+]. Given the product [C:24]1([NH:34][C:21]2[C:16]3[CH:15]=[C:14]([C:11]4[CH2:10][CH2:9][NH:8][CH2:13][CH:12]=4)[NH:23][C:17]=3[N:18]=[CH:19][N:20]=2)[C:33]2[C:28](=[CH:29][CH:30]=[CH:31][CH:32]=2)[CH:27]=[CH:26][CH:25]=1, predict the reactants needed to synthesize it. (4) Given the product [CH2:1]1[C:9]2[C:4](=[CH:5][CH:6]=[CH:7][CH:8]=2)[CH2:3][CH:2]1[C@H:10]1[NH:15][C:14](=[O:16])[C@@H:13]([CH:17]([CH2:20][CH3:21])[CH2:18][CH3:19])[N:12]([CH2:22][C:23]2[CH:24]=[C:25]([CH:33]=[CH:34][CH:35]=2)[C:26]([OH:28])=[O:27])[C:11]1=[O:36], predict the reactants needed to synthesize it. The reactants are: [CH2:1]1[C:9]2[C:4](=[CH:5][CH:6]=[CH:7][CH:8]=2)[CH2:3][CH:2]1[C@H:10]1[NH:15][C:14](=[O:16])[C@@H:13]([CH:17]([CH2:20][CH3:21])[CH2:18][CH3:19])[N:12]([CH2:22][C:23]2[CH:24]=[C:25]([CH:33]=[CH:34][CH:35]=2)[C:26]([O:28]C(C)(C)C)=[O:27])[C:11]1=[O:36]. (5) The reactants are: [F:1][C:2]1[CH:7]=[CH:6][C:5]([N:8]2[C:12]([CH2:13][O:14][C:15]3[N:20]=[N:19][C:18]([C:21]([OH:23])=O)=[CH:17][CH:16]=3)=[C:11]([CH3:24])[N:10]=[N:9]2)=[CH:4][CH:3]=1.[NH2:25][N:26]1[CH2:31][CH2:30][O:29][CH2:28][CH2:27]1. Given the product [N:26]1([NH:25][C:21]([C:18]2[N:19]=[N:20][C:15]([O:14][CH2:13][C:12]3[N:8]([C:5]4[CH:4]=[CH:3][C:2]([F:1])=[CH:7][CH:6]=4)[N:9]=[N:10][C:11]=3[CH3:24])=[CH:16][CH:17]=2)=[O:23])[CH2:31][CH2:30][O:29][CH2:28][CH2:27]1, predict the reactants needed to synthesize it. (6) The reactants are: C1([CH:7]([NH:19][C:20]2[CH:21]=[CH:22][C:23]([C:26]([OH:28])=O)=[N:24][CH:25]=2)[C:8]2[O:9][C:10]3[CH:17]=[CH:16][C:15]([F:18])=[CH:14][C:11]=3[C:12]=2[CH3:13])CCCCC1.[CH3:29][NH:30][CH2:31][CH2:32][C:33]([O:35][CH2:36][CH3:37])=[O:34].O.ON1[C:44]2[CH:45]=[CH:46][CH:47]=[CH:48][C:43]=2N=N1.Cl.C(N=C=NCCCN(C)C)C.[Cl-].[NH4+]. Given the product [CH:43]1([CH:7]([NH:19][C:20]2[CH:21]=[CH:22][C:23]([C:26]([N:30]([CH3:29])[CH2:31][CH2:32][C:33]([O:35][CH2:36][CH3:37])=[O:34])=[O:28])=[N:24][CH:25]=2)[C:8]2[O:9][C:10]3[CH:17]=[CH:16][C:15]([F:18])=[CH:14][C:11]=3[C:12]=2[CH3:13])[CH2:48][CH2:47][CH2:46][CH2:45][CH2:44]1, predict the reactants needed to synthesize it. (7) Given the product [CH:34]1([NH:40][C:7]2[C:8]3[CH2:28][N:27]([C:29](=[O:31])[CH3:30])[CH2:26][CH2:25][C:9]=3[N:10]=[C:11]([NH:13][C:14]3[CH:19]=[CH:18][C:17]([C:20]4[O:24][CH:23]=[N:22][CH:21]=4)=[CH:16][CH:15]=3)[N:12]=2)[CH2:39][CH2:38][CH2:37][CH2:36][CH2:35]1, predict the reactants needed to synthesize it. The reactants are: FC(F)(F)S(O[C:7]1[C:8]2[CH2:28][N:27]([C:29](=[O:31])[CH3:30])[CH2:26][CH2:25][C:9]=2[N:10]=[C:11]([NH:13][C:14]2[CH:19]=[CH:18][C:17]([C:20]3[O:24][CH:23]=[N:22][CH:21]=3)=[CH:16][CH:15]=2)[N:12]=1)(=O)=O.[CH:34]1([NH2:40])[CH2:39][CH2:38][CH2:37][CH2:36][CH2:35]1.